Dataset: Peptide-MHC class II binding affinity with 134,281 pairs from IEDB. Task: Regression. Given a peptide amino acid sequence and an MHC pseudo amino acid sequence, predict their binding affinity value. This is MHC class II binding data. (1) The peptide sequence is MWDPDVYLAFSGHRN. The MHC is DRB3_0101 with pseudo-sequence DRB3_0101. The binding affinity (normalized) is 0.403. (2) The peptide sequence is WMGINARDRSIALTF. The MHC is DRB1_1101 with pseudo-sequence DRB1_1101. The binding affinity (normalized) is 0.535. (3) The peptide sequence is HEMYWVSNASGNIVS. The MHC is DRB1_1302 with pseudo-sequence DRB1_1302. The binding affinity (normalized) is 0.837. (4) The peptide sequence is LGGLWKTVSPHLSPI. The MHC is HLA-DQA10102-DQB10602 with pseudo-sequence HLA-DQA10102-DQB10602. The binding affinity (normalized) is 0.187.